Dataset: Forward reaction prediction with 1.9M reactions from USPTO patents (1976-2016). Task: Predict the product of the given reaction. (1) Given the reactants C[O:2][C:3](=[O:36])[CH2:4][O:5][C:6]1[CH:15]=[CH:14][C:13]([S:16][CH2:17][C:18]2[CH:23]=[CH:22][CH:21]=[C:20]([O:24][CH2:25][C:26]3[CH:31]=[CH:30][C:29]([C:32]([F:35])([F:34])[F:33])=[CH:28][CH:27]=3)[CH:19]=2)=[C:12]2[C:7]=1[CH2:8][CH2:9][CH2:10][O:11]2.C(O)(C(F)(F)F)=O.[K+].[Br-], predict the reaction product. The product is: [F:35][C:32]([F:33])([F:34])[C:29]1[CH:28]=[CH:27][C:26]([CH2:25][O:24][C:20]2[CH:19]=[C:18]([CH:23]=[CH:22][CH:21]=2)[CH2:17][S:16][C:13]2[CH:14]=[CH:15][C:6]([O:5][CH2:4][C:3]([OH:36])=[O:2])=[C:7]3[C:12]=2[O:11][CH2:10][CH2:9][CH2:8]3)=[CH:31][CH:30]=1. (2) Given the reactants Cl.[NH2:2][C@@H:3]1[CH2:8][CH2:7][C@H:6]([NH:9][C:10]([C:12]2[C:16]3[N:17]=[CH:18][N:19]=[C:20]([C:21]4[C:29]5[O:28][CH2:27][O:26][C:25]=5[CH:24]=[CH:23][C:22]=4[O:30][CH2:31][CH:32]4[CH2:34][CH2:33]4)[C:15]=3[NH:14][C:13]=2[CH3:35])=[O:11])[CH2:5][CH2:4]1.C([O:39][C@@H:40]([CH3:44])[C:41](Cl)=[O:42])(=O)C, predict the reaction product. The product is: [CH:32]1([CH2:31][O:30][C:22]2[CH:23]=[CH:24][C:25]3[O:26][CH2:27][O:28][C:29]=3[C:21]=2[C:20]2[C:15]3[NH:14][C:13]([CH3:35])=[C:12]([C:10]([NH:9][C@H:6]4[CH2:7][CH2:8][C@@H:3]([NH:2][C:41](=[O:42])[C@@H:40]([OH:39])[CH3:44])[CH2:4][CH2:5]4)=[O:11])[C:16]=3[N:17]=[CH:18][N:19]=2)[CH2:34][CH2:33]1. (3) Given the reactants [C:1]1([NH:7][C:8](=[S:11])[NH:9][NH2:10])[CH:6]=[CH:5][CH:4]=[CH:3][CH:2]=1.[CH:12]1[CH:17]=[CH:16][C:15]([O:18][C:19](Cl)=S)=[CH:14][CH:13]=1, predict the reaction product. The product is: [O:18]([C:19]1[N:7]([C:1]2[CH:2]=[CH:3][CH:4]=[CH:5][CH:6]=2)[C:8](=[S:11])[NH:9][N:10]=1)[C:15]1[CH:16]=[CH:17][CH:12]=[CH:13][CH:14]=1. (4) Given the reactants C(OC([N:8]1[CH2:13][CH2:12][CH:11]([O:14][C:15]2[CH:20]=[CH:19][CH:18]=[CH:17][C:16]=2[S:21]([CH3:24])(=[O:23])=[O:22])[CH2:10][CH2:9]1)=O)(C)(C)C.[ClH:25], predict the reaction product. The product is: [ClH:25].[CH3:24][S:21]([C:16]1[CH:17]=[CH:18][CH:19]=[CH:20][C:15]=1[O:14][CH:11]1[CH2:10][CH2:9][NH:8][CH2:13][CH2:12]1)(=[O:23])=[O:22]. (5) Given the reactants [C:1]([N:8]1[CH2:13][CH2:12][CH2:11][C@@H:10]([C:14]([OH:16])=[O:15])[CH2:9]1)([O:3][C:4]([CH3:7])([CH3:6])[CH3:5])=[O:2].[OH2:17], predict the reaction product. The product is: [C:4]([O:3][C:1]([N:8]1[C:13](=[O:17])[CH2:12][CH2:11][C@H:10]([C:14]([OH:16])=[O:15])[CH2:9]1)=[O:2])([CH3:7])([CH3:6])[CH3:5]. (6) Given the reactants [CH3:1][C:2]1[CH:7]=[C:6]([N+:8]([O-:10])=[O:9])[CH:5]=[CH:4][C:3]=1[N:11]=[C:12]=[S:13].[CH2:14]([NH2:18])[CH:15]([CH3:17])[CH3:16].CCCCCC.[CH3:25][CH2:26][O:27]C(C)=O.CN1CCOCC1, predict the reaction product. The product is: [CH3:1][C:2]1[CH:7]=[C:6]([N+:8]([O-:10])=[O:9])[CH:5]=[CH:4][C:3]=1[N:11]=[C:12]1[N:18]([CH2:14][CH:15]([CH3:17])[CH3:16])[C:26](=[O:27])[CH2:25][S:13]1. (7) The product is: [CH3:15][O:14][C:13]1[CH:12]=[C:11]2[C:7]([C:8](=[O:16])[CH2:9][CH2:10]2)=[CH:6][C:5]=1[C:3]([NH2:17])=[O:2]. Given the reactants C[O:2][C:3]([C:5]1[CH:6]=[C:7]2[C:11](=[CH:12][C:13]=1[O:14][CH3:15])[CH2:10][CH2:9][C:8]2=[O:16])=O.[NH3:17].O, predict the reaction product. (8) Given the reactants [C:1]12([CH2:11][NH:12][C:13](=[O:25])[C:14]3[C:19]([Cl:20])=[CH:18][N:17]=[C:16]([C:21]#[C:22][CH2:23][OH:24])[CH:15]=3)[CH2:10][CH:5]3[CH2:6][CH:7]([CH2:9][CH:3]([CH2:4]3)[CH2:2]1)[CH2:8]2.[H][H], predict the reaction product. The product is: [C:1]12([CH2:11][NH:12][C:13](=[O:25])[C:14]3[C:19]([Cl:20])=[CH:18][N:17]=[C:16]([CH2:21][CH2:22][CH2:23][OH:24])[CH:15]=3)[CH2:2][CH:3]3[CH2:4][CH:5]([CH2:6][CH:7]([CH2:9]3)[CH2:8]1)[CH2:10]2. (9) Given the reactants [CH2:1]([O:3][C:4](=[O:38])[CH:5]([N:7]1[C:12]2[CH:13]=[C:14]([O:18][C:19]3([CH3:36])[CH2:22][N:21](C(C4C=CC=CC=4)C4C=CC=CC=4)[CH2:20]3)[C:15]([F:17])=[CH:16][C:11]=2[O:10][CH2:9][C:8]1=[O:37])[CH3:6])[CH3:2], predict the reaction product. The product is: [CH2:1]([O:3][C:4](=[O:38])[CH:5]([N:7]1[C:12]2[CH:13]=[C:14]([O:18][C:19]3([CH3:36])[CH2:20][NH:21][CH2:22]3)[C:15]([F:17])=[CH:16][C:11]=2[O:10][CH2:9][C:8]1=[O:37])[CH3:6])[CH3:2]. (10) Given the reactants [Br:1][C:2]1[CH:3]=[N:4][C:5](Cl)=[N:6][CH:7]=1.[C:9]([O:13][C:14](=[O:22])[NH:15][CH:16]1[CH2:21][CH2:20][NH:19][CH2:18][CH2:17]1)([CH3:12])([CH3:11])[CH3:10], predict the reaction product. The product is: [Br:1][C:2]1[CH:3]=[N:4][C:5]([N:19]2[CH2:18][CH2:17][CH:16]([NH:15][C:14]([O:13][C:9]([CH3:12])([CH3:11])[CH3:10])=[O:22])[CH2:21][CH2:20]2)=[N:6][CH:7]=1.